This data is from Forward reaction prediction with 1.9M reactions from USPTO patents (1976-2016). The task is: Predict the product of the given reaction. (1) The product is: [Cl:20][C:18]1[CH:17]=[C:16]2[C:3](=[C:2]([Cl:1])[CH:19]=1)[CH2:4][N:5]([CH3:15])[CH2:6][CH:7]2[C:9]1[CH:14]=[CH:13][CH:12]=[CH:11][CH:10]=1. Given the reactants [Cl:1][C:2]1[CH:19]=[C:18]([Cl:20])[CH:17]=[CH:16][C:3]=1[CH2:4][N:5]([CH3:15])[CH2:6][CH:7]([C:9]1[CH:14]=[CH:13][CH:12]=[CH:11][CH:10]=1)O.S(=O)(=O)(O)O.[OH-].[Na+], predict the reaction product. (2) Given the reactants [O:1]1[CH2:6][CH2:5][N:4]([C:7]2[CH:8]=[C:9]([OH:13])[CH:10]=[CH:11][CH:12]=2)[CH2:3][CH2:2]1.C[Si]([N-][Si](C)(C)C)(C)C.[Na+].F[C:25]1[C:26]([N+:31]([O-:33])=[O:32])=[N:27][CH:28]=[CH:29][CH:30]=1, predict the reaction product. The product is: [N+:31]([C:26]1[C:25]([O:13][C:9]2[CH:8]=[C:7]([N:4]3[CH2:3][CH2:2][O:1][CH2:6][CH2:5]3)[CH:12]=[CH:11][CH:10]=2)=[CH:30][CH:29]=[CH:28][N:27]=1)([O-:33])=[O:32]. (3) Given the reactants Cl[C:2]1[C:7]([C:8]#[N:9])=[C:6]([CH3:10])[N:5]=[C:4]([S:11][CH3:12])[N:3]=1.[CH3:13][C:14]1[CH:15]=[C:16]([CH:18]=[CH:19][CH:20]=1)[NH2:17].C(N(C(C)C)CC)(C)C, predict the reaction product. The product is: [CH3:10][C:6]1[C:7]([C:8]#[N:9])=[C:2]([NH:17][C:16]2[CH:18]=[CH:19][CH:20]=[C:14]([CH3:13])[CH:15]=2)[N:3]=[C:4]([S:11][CH3:12])[N:5]=1. (4) Given the reactants [C:1]([O:5][C:6]([N:8]1[C@H:12]([CH2:13][CH3:14])[CH2:11][C@H:10]([NH:15][CH2:16][C:17]2[CH:22]=[C:21]([C:23]([F:26])([F:25])[F:24])[CH:20]=[C:19]([C:27]([F:30])([F:29])[F:28])[CH:18]=2)[C@@H:9]1[CH2:31][C:32]1[CH:37]=[CH:36][CH:35]=[CH:34][CH:33]=1)=[O:7])([CH3:4])([CH3:3])[CH3:2].C(=O)([O-])[O-].[Cs+].[Cs+].Cl[C:45]([O:47][CH3:48])=[O:46].CCOC(C)=O, predict the reaction product. The product is: [C:1]([O:5][C:6]([N:8]1[C@H:12]([CH2:13][CH3:14])[CH2:11][C@H:10]([N:15]([CH2:16][C:17]2[CH:22]=[C:21]([C:23]([F:25])([F:24])[F:26])[CH:20]=[C:19]([C:27]([F:30])([F:28])[F:29])[CH:18]=2)[C:45]([O:47][CH3:48])=[O:46])[C@@H:9]1[CH2:31][C:32]1[CH:33]=[CH:34][CH:35]=[CH:36][CH:37]=1)=[O:7])([CH3:2])([CH3:3])[CH3:4]. (5) Given the reactants C([O:3][C:4]([C@H:6]1[CH2:11][CH2:10][C@@H:9]([NH:12][C:13]2[N:18]=[C:17]([N:19]([CH3:21])[CH3:20])[C:16]([CH3:22])=[CH:15][N:14]=2)[CH2:8][CH2:7]1)=[O:5])C, predict the reaction product. The product is: [CH3:21][N:19]([CH3:20])[C:17]1[C:16]([CH3:22])=[CH:15][N:14]=[C:13]([NH:12][C@@H:9]2[CH2:10][CH2:11][C@H:6]([C:4]([OH:5])=[O:3])[CH2:7][CH2:8]2)[N:18]=1.